Dataset: Forward reaction prediction with 1.9M reactions from USPTO patents (1976-2016). Task: Predict the product of the given reaction. (1) Given the reactants [CH2:1]([NH:3][C:4](=[O:27])[O:5][CH2:6][CH:7]([C:17]1[CH:22]=[CH:21][CH:20]=[C:19]([C:23]([F:26])([F:25])[F:24])[CH:18]=1)[CH2:8][NH:9]C(OC(C)(C)C)=O)[CH3:2].[ClH:28], predict the reaction product. The product is: [ClH:28].[CH2:1]([NH:3][C:4](=[O:27])[O:5][CH2:6][CH:7]([C:17]1[CH:22]=[CH:21][CH:20]=[C:19]([C:23]([F:25])([F:26])[F:24])[CH:18]=1)[CH2:8][NH2:9])[CH3:2]. (2) Given the reactants [OH:1][C:2]1[CH:7]=[CH:6][C:5]([CH:8]2[CH2:13][CH2:12][C:11](=[O:14])[CH2:10][CH2:9]2)=[CH:4][CH:3]=1.C([O-])([O-])=O.[K+].[K+].I[CH:22]([CH3:24])[CH3:23], predict the reaction product. The product is: [CH:22]([O:1][C:2]1[CH:3]=[CH:4][C:5]([CH:8]2[CH2:9][CH2:10][C:11](=[O:14])[CH2:12][CH2:13]2)=[CH:6][CH:7]=1)([CH3:24])[CH3:23].